Dataset: Catalyst prediction with 721,799 reactions and 888 catalyst types from USPTO. Task: Predict which catalyst facilitates the given reaction. (1) The catalyst class is: 118. Reactant: C[O:2][C:3](=O)[CH2:4][CH2:5][CH2:6][CH2:7][CH2:8][CH2:9][C:10]([NH:12][C:13]1[CH:22]=[CH:21][C:16]([C:17]([O:19][CH3:20])=[O:18])=[CH:15][CH:14]=1)=[O:11].[NH2:24][OH:25].O.CO.CCOC(C)=O.CC(O)=O.CC#N. Product: [OH:25][NH:24][C:3](=[O:2])[CH2:4][CH2:5][CH2:6][CH2:7][CH2:8][CH2:9][C:10]([NH:12][C:13]1[CH:22]=[CH:21][C:16]([C:17]([O:19][CH3:20])=[O:18])=[CH:15][CH:14]=1)=[O:11]. (2) The catalyst class is: 1. Product: [CH2:1]([NH:8][CH2:9][CH:10]1[C:18]2[C:13](=[CH:14][C:15]([O:21][CH3:22])=[C:16]([O:19][CH3:20])[CH:17]=2)[NH:12][CH2:11]1)[C:2]1[CH:3]=[CH:4][CH:5]=[CH:6][CH:7]=1. Reactant: [CH2:1]([NH:8][CH2:9][C:10]1[C:18]2[C:13](=[CH:14][C:15]([O:21][CH3:22])=[C:16]([O:19][CH3:20])[CH:17]=2)[NH:12][CH:11]=1)[C:2]1[CH:7]=[CH:6][CH:5]=[CH:4][CH:3]=1.[BH4-].[Na+]. (3) Reactant: Cl.[F:2][C:3]1[CH:11]=[CH:10][CH:9]=[CH:8][C:4]=1[CH2:5][NH:6][NH2:7].C([O-])(=O)C.[Na+].[C:17]([O:21][CH2:22][CH3:23])(=[O:20])[CH:18]=O. Product: [F:2][C:3]1[CH:11]=[CH:10][CH:9]=[CH:8][C:4]=1[CH2:5][NH:6][N:7]=[CH:18][C:17]([O:21][CH2:22][CH3:23])=[O:20]. The catalyst class is: 8. (4) Reactant: [CH3:1]C([O-])(C)C.[K+].CS(C)=O.C1COCC1.[NH2:16][C:17]1[C:18]2[CH:33]=[C:32]([C:34]([C:36]3[CH:41]=[CH:40][CH:39]=[CH:38][CH:37]=3)=[CH2:35])[S:31][C:19]=2[N:20]=[C:21]([C:23]2[CH:24]=[C:25]([CH:28]=[CH:29][CH:30]=2)[C:26]#[N:27])[N:22]=1. Product: [NH2:16][C:17]1[C:18]2[CH:33]=[C:32]([C:34]3([C:36]4[CH:41]=[CH:40][CH:39]=[CH:38][CH:37]=4)[CH2:1][CH2:35]3)[S:31][C:19]=2[N:20]=[C:21]([C:23]2[CH:24]=[C:25]([CH:28]=[CH:29][CH:30]=2)[C:26]#[N:27])[N:22]=1. The catalyst class is: 25. (5) Reactant: [Li+].CC([N-]C(C)C)C.[Br:9][C:10]1[CH:15]=[CH:14][C:13]([CH:16]2[CH2:21][CH2:20][CH:19]([CH2:22][CH2:23][CH3:24])[CH2:18][CH2:17]2)=[C:12]([F:25])[CH:11]=1.CN([CH:29]=[O:30])C. Product: [Br:9][C:10]1[C:11]([CH:29]=[O:30])=[C:12]([F:25])[C:13]([CH:16]2[CH2:17][CH2:18][CH:19]([CH2:22][CH2:23][CH3:24])[CH2:20][CH2:21]2)=[CH:14][CH:15]=1. The catalyst class is: 1. (6) Reactant: [NH2:1][C:2]1[N:10]=[CH:9][CH:8]=[CH:7][C:3]=1[C:4]([NH2:6])=[O:5].[Br:11][CH2:12][C:13]1[CH:18]=[CH:17][CH:16]=[C:15]([Cl:19])[CH:14]=1. Product: [BrH:11].[Cl:19][C:15]1[CH:14]=[C:13]([CH:18]=[CH:17][CH:16]=1)[CH2:12][N:10]1[CH:9]=[CH:8][CH:7]=[C:3]([C:4]([NH2:6])=[O:5])[C:2]1=[NH:1]. The catalyst class is: 9.